Dataset: NCI-60 drug combinations with 297,098 pairs across 59 cell lines. Task: Regression. Given two drug SMILES strings and cell line genomic features, predict the synergy score measuring deviation from expected non-interaction effect. (1) Drug 2: C1CN(CCN1C(=O)CCBr)C(=O)CCBr. Synergy scores: CSS=18.3, Synergy_ZIP=-1.18, Synergy_Bliss=0.528, Synergy_Loewe=-11.1, Synergy_HSA=-3.37. Cell line: NCI/ADR-RES. Drug 1: C1CC(C1)(C(=O)O)C(=O)O.[NH2-].[NH2-].[Pt+2]. (2) Drug 1: C1=C(C(=O)NC(=O)N1)F. Drug 2: C1C(C(OC1N2C=NC3=C2NC=NCC3O)CO)O. Cell line: CCRF-CEM. Synergy scores: CSS=29.7, Synergy_ZIP=-5.82, Synergy_Bliss=-11.1, Synergy_Loewe=-15.4, Synergy_HSA=-9.43. (3) Drug 1: CC1=C(C=C(C=C1)NC2=NC=CC(=N2)N(C)C3=CC4=NN(C(=C4C=C3)C)C)S(=O)(=O)N.Cl. Drug 2: CCN(CC)CCNC(=O)C1=C(NC(=C1C)C=C2C3=C(C=CC(=C3)F)NC2=O)C. Cell line: MDA-MB-435. Synergy scores: CSS=0.415, Synergy_ZIP=3.63, Synergy_Bliss=7.66, Synergy_Loewe=0.0467, Synergy_HSA=2.38. (4) Drug 2: C(CCl)NC(=O)N(CCCl)N=O. Synergy scores: CSS=44.4, Synergy_ZIP=4.39, Synergy_Bliss=4.40, Synergy_Loewe=-5.53, Synergy_HSA=3.61. Cell line: ACHN. Drug 1: C1=C(C(=O)NC(=O)N1)F. (5) Drug 1: CC(C1=C(C=CC(=C1Cl)F)Cl)OC2=C(N=CC(=C2)C3=CN(N=C3)C4CCNCC4)N. Drug 2: CC12CCC3C(C1CCC2=O)CC(=C)C4=CC(=O)C=CC34C. Cell line: NCI/ADR-RES. Synergy scores: CSS=31.2, Synergy_ZIP=4.29, Synergy_Bliss=5.15, Synergy_Loewe=0.270, Synergy_HSA=4.46. (6) Drug 1: C#CCC(CC1=CN=C2C(=N1)C(=NC(=N2)N)N)C3=CC=C(C=C3)C(=O)NC(CCC(=O)O)C(=O)O. Drug 2: C1=NC2=C(N1)C(=S)N=CN2. Cell line: SNB-19. Synergy scores: CSS=2.80, Synergy_ZIP=-2.62, Synergy_Bliss=-2.07, Synergy_Loewe=-9.56, Synergy_HSA=-9.54. (7) Drug 1: CC1CCC2CC(C(=CC=CC=CC(CC(C(=O)C(C(C(=CC(C(=O)CC(OC(=O)C3CCCCN3C(=O)C(=O)C1(O2)O)C(C)CC4CCC(C(C4)OC)O)C)C)O)OC)C)C)C)OC. Drug 2: CCCCC(=O)OCC(=O)C1(CC(C2=C(C1)C(=C3C(=C2O)C(=O)C4=C(C3=O)C=CC=C4OC)O)OC5CC(C(C(O5)C)O)NC(=O)C(F)(F)F)O. Cell line: RPMI-8226. Synergy scores: CSS=55.0, Synergy_ZIP=-2.01, Synergy_Bliss=-4.99, Synergy_Loewe=-4.40, Synergy_HSA=-3.73. (8) Drug 1: C1=CC(=CC=C1C#N)C(C2=CC=C(C=C2)C#N)N3C=NC=N3. Drug 2: C1CNP(=O)(OC1)N(CCCl)CCCl. Cell line: T-47D. Synergy scores: CSS=-5.58, Synergy_ZIP=6.20, Synergy_Bliss=8.98, Synergy_Loewe=0.877, Synergy_HSA=0.194.